Dataset: Catalyst prediction with 721,799 reactions and 888 catalyst types from USPTO. Task: Predict which catalyst facilitates the given reaction. (1) The catalyst class is: 19. Reactant: [C:1]([C:4]1[C:12]2[O:11][C:10]([CH:13]3[CH2:18][CH2:17][CH2:16][N:15](C(OCC4C=CC=CC=4)=O)[CH2:14]3)=[N:9][C:8]=2[CH:7]=[CH:6][CH:5]=1)(=[O:3])[NH2:2].[H][H]. Product: [NH:15]1[CH2:16][CH2:17][CH2:18][CH:13]([C:10]2[O:11][C:12]3[C:4]([C:1]([NH2:2])=[O:3])=[CH:5][CH:6]=[CH:7][C:8]=3[N:9]=2)[CH2:14]1. (2) Reactant: Br[CH2:2][C:3]([C:5]1[C:9]([NH:10][C:11](=[O:20])[C:12]2[C:17]([F:18])=[CH:16][CH:15]=[CH:14][C:13]=2[F:19])=[CH:8][NH:7][N:6]=1)=O.[C:21]([NH2:29])(=[S:28])[C:22]1[CH:27]=[CH:26][CH:25]=[CH:24][CH:23]=1. Product: [F:19][C:13]1[CH:14]=[CH:15][CH:16]=[C:17]([F:18])[C:12]=1[C:11]([NH:10][C:9]1[C:5]([C:3]2[N:29]=[C:21]([C:22]3[CH:27]=[CH:26][CH:25]=[CH:24][CH:23]=3)[S:28][CH:2]=2)=[N:6][NH:7][CH:8]=1)=[O:20]. The catalyst class is: 1. (3) Reactant: Br[C:2]1[S:3][CH:4]=[C:5]([Br:7])[N:6]=1.[O:8]=[S:9]1(=[O:36])[CH2:14][CH2:13][CH:12]([C:15]2[C:23]3[C:18](=[C:19]([C:33]([NH2:35])=[O:34])[CH:20]=[C:21](B4OC(C)(C)C(C)(C)O4)[CH:22]=3)[NH:17][CH:16]=2)[CH2:11][CH2:10]1.C(=O)([O-])[O-].[K+].[K+].O1CCOCC1. Product: [Br:7][C:5]1[N:6]=[C:2]([C:21]2[CH:22]=[C:23]3[C:18](=[C:19]([C:33]([NH2:35])=[O:34])[CH:20]=2)[NH:17][CH:16]=[C:15]3[CH:12]2[CH2:11][CH2:10][S:9](=[O:8])(=[O:36])[CH2:14][CH2:13]2)[S:3][CH:4]=1. The catalyst class is: 103. (4) Reactant: [C:1]([C:5]1[CH:29]=[CH:28][C:8]([O:9][CH2:10][C:11]([NH:13][CH2:14][C:15]2[CH:20]=[CH:19][C:18]([NH:21][S:22]([CH3:25])(=[O:24])=[O:23])=[C:17]([O:26]C)[CH:16]=2)=[O:12])=[CH:7][CH:6]=1)([CH3:4])([CH3:3])[CH3:2].C(Cl)Cl.B(Br)(Br)Br. Product: [C:1]([C:5]1[CH:6]=[CH:7][C:8]([O:9][CH2:10][C:11]([NH:13][CH2:14][C:15]2[CH:20]=[CH:19][C:18]([NH:21][S:22]([CH3:25])(=[O:23])=[O:24])=[C:17]([OH:26])[CH:16]=2)=[O:12])=[CH:28][CH:29]=1)([CH3:4])([CH3:2])[CH3:3]. The catalyst class is: 13. (5) The catalyst class is: 1. Product: [CH3:33][C:18]1[CH:17]=[C:16]([S:15][CH:11]([C:8]2[S:7][C:6]([C:4]([OH:5])=[O:3])=[CH:10][CH:9]=2)[CH:12]([CH3:14])[CH3:13])[CH:21]=[C:20]([CH3:22])[C:19]=1[C:23]1[CH:24]=[CH:25][C:26]([C:29]([F:32])([F:30])[F:31])=[CH:27][CH:28]=1. Reactant: C([O:3][C:4]([C:6]1[S:7][C:8]([CH:11]([S:15][C:16]2[CH:21]=[C:20]([CH3:22])[C:19]([C:23]3[CH:28]=[CH:27][C:26]([C:29]([F:32])([F:31])[F:30])=[CH:25][CH:24]=3)=[C:18]([CH3:33])[CH:17]=2)[CH:12]([CH3:14])[CH3:13])=[CH:9][CH:10]=1)=[O:5])C.[OH-].[Li+].Cl. (6) Reactant: Cl.[CH3:2][O:3][C:4]1[CH:9]=[CH:8][CH:7]=[CH:6][C:5]=1[O:10][C:11]1[CH:16]=[CH:15][CH:14]=[C:13]([N+:17]([O-])=O)[CH:12]=1. Product: [CH3:2][O:3][C:4]1[CH:9]=[CH:8][CH:7]=[CH:6][C:5]=1[O:10][C:11]1[CH:12]=[C:13]([NH2:17])[CH:14]=[CH:15][CH:16]=1. The catalyst class is: 186.